From a dataset of Reaction yield outcomes from USPTO patents with 853,638 reactions. Predict the reaction yield, written as a fraction of the theoretical maximum amount of product (1.0 means a 100% yield; for example, 0.34 means a 34% yield). (1) The reactants are [Cl:1][C:2]1[C:7]([NH2:8])=[C:6]([NH2:9])[CH:5]=[CH:4][N:3]=1.[CH:10]([O-])([O-])OCC. The catalyst is C(OC(=O)C)(=O)C. The product is [Cl:1][C:2]1[C:7]2[N:8]=[CH:10][NH:9][C:6]=2[CH:5]=[CH:4][N:3]=1. The yield is 0.850. (2) The reactants are Cl.[NH2:2][C@@H:3]([CH2:25][CH:26]1[CH2:30][CH2:29][CH2:28][CH2:27]1)[C:4]([NH:6][C@H:7]1[CH2:13][CH2:12][C@@H:11]([CH3:14])[N:10]([S:15]([C:18]2[CH:23]=[CH:22][CH:21]=[CH:20][N:19]=2)(=[O:17])=[O:16])[CH2:9][C@@H:8]1[OH:24])=[O:5].[C:31]1([N:37]2[C:41]([C:42](O)=[O:43])=[CH:40][N:39]=[N:38]2)[CH:36]=[CH:35][CH:34]=[CH:33][CH:32]=1.CC(OI1(OC(C)=O)(OC(C)=O)OC(=O)C2C=CC=CC1=2)=O. No catalyst specified. The product is [CH:26]1([CH2:25][C@H:3]([NH:2][C:42]([C:41]2[N:37]([C:31]3[CH:32]=[CH:33][CH:34]=[CH:35][CH:36]=3)[N:38]=[N:39][CH:40]=2)=[O:43])[C:4](=[O:5])[NH:6][C@H:7]2[CH2:13][CH2:12][C@@H:11]([CH3:14])[N:10]([S:15]([C:18]3[CH:23]=[CH:22][CH:21]=[CH:20][N:19]=3)(=[O:16])=[O:17])[CH2:9][C:8]2=[O:24])[CH2:27][CH2:28][CH2:29][CH2:30]1. The yield is 0.370. (3) The reactants are [N-:1]=[N+:2]=[N-:3].[Na+].FC(F)(F)C(O)=O.[CH3:12][O:13][C:14]1[CH:15]=[C:16]([NH:26][C:27]2[S:28][C:29]3[CH2:35][CH2:34][CH2:33][C:32]([C:37]4[CH:42]=[CH:41][CH:40]=[CH:39][CH:38]=4)(O)[C:30]=3[N:31]=2)[CH:17]=[CH:18][C:19]=1[N:20]1[CH:24]=[N:23][C:22]([CH3:25])=N1.C(Cl)(Cl)[Cl:44]. No catalyst specified. The product is [N:1]([C:32]1([C:37]2[CH:38]=[CH:39][CH:40]=[CH:41][CH:42]=2)[C:30]2[N:31]=[C:27]([NH:26][C:16]3[CH:17]=[CH:18][C:19]([N:20]4[CH:25]=[C:22]([Cl:44])[N:23]=[CH:24]4)=[C:14]([O:13][CH3:12])[CH:15]=3)[S:28][C:29]=2[CH2:35][CH2:34][CH2:33]1)=[N+:2]=[N-:3]. The yield is 0.570. (4) The reactants are [F:1][C:2]1[CH:11]=[C:10]2[C:5]([CH:6]([C:12]([O:14][CH3:15])=[O:13])[CH2:7][CH2:8][O:9]2)=[CH:4][CH:3]=1.[Br:16]N1C(=O)CCC1=O. The catalyst is CN(C=O)C.C(OCC)(=O)C. The product is [Br:16][C:3]1[CH:4]=[C:5]2[C:10](=[CH:11][C:2]=1[F:1])[O:9][CH2:8][CH2:7][CH:6]2[C:12]([O:14][CH3:15])=[O:13]. The yield is 0.898. (5) The reactants are [C:1]([O:5][C:6](=[O:20])[NH:7][C@H:8]([CH2:13][C:14]1[CH:19]=[CH:18][CH:17]=[CH:16][CH:15]=1)[C@@H:9]([OH:12])[CH2:10][NH2:11])([CH3:4])([CH3:3])[CH3:2].[C:21]1(=O)[O:26][C:24](=[O:25])[C:23]2=[CH:27][CH:28]=[CH:29][CH:30]=[C:22]12.CCN(CC)CC. The catalyst is CN(C=O)C. The product is [C:1]([O:5][C:6](=[O:20])[NH:7][C@@H:8]([CH2:13][C:14]1[CH:15]=[CH:16][CH:17]=[CH:18][CH:19]=1)[C@H:9]([OH:12])[CH2:10][N:11]1[C:24](=[O:25])[C:23]2[C:22](=[CH:30][CH:29]=[CH:28][CH:27]=2)[C:21]1=[O:26])([CH3:4])([CH3:2])[CH3:3]. The yield is 0.710.